Predict which catalyst facilitates the given reaction. From a dataset of Catalyst prediction with 721,799 reactions and 888 catalyst types from USPTO. (1) Product: [CH2:1]([O:8][C:9]([C:11]1[N:12]([CH:42]([CH3:44])[CH3:43])[C:13]([CH:30]=[CH:31][C@H:32]2[CH2:33][C@H:34]([CH2:35][C:36]([O:38][CH3:39])=[O:37])[O:40][C:47]([CH3:49])([CH3:48])[O:41]2)=[C:14]([C:23]2[CH:28]=[CH:27][C:26]([F:29])=[CH:25][CH:24]=2)[C:15]=1[C:16]1[CH:17]=[CH:18][C:19]([F:22])=[CH:20][CH:21]=1)=[O:10])[C:2]1[CH:7]=[CH:6][CH:5]=[CH:4][CH:3]=1. The catalyst class is: 21. Reactant: [CH2:1]([O:8][C:9]([C:11]1[N:12]([CH:42]([CH3:44])[CH3:43])[C:13]([CH:30]=[CH:31][C@H:32]([OH:41])[CH2:33][C@@H:34]([OH:40])[CH2:35][C:36]([O:38][CH3:39])=[O:37])=[C:14]([C:23]2[CH:28]=[CH:27][C:26]([F:29])=[CH:25][CH:24]=2)[C:15]=1[C:16]1[CH:21]=[CH:20][C:19]([F:22])=[CH:18][CH:17]=1)=[O:10])[C:2]1[CH:7]=[CH:6][CH:5]=[CH:4][CH:3]=1.CO[C:47](OC)([CH3:49])[CH3:48]. (2) Reactant: [C:1]([CH:3]([CH:7]1[C:11]([Cl:12])=[C:10](Cl)C(=O)O1)[C:4]([NH2:6])=[O:5])#[N:2].Cl.[Cl:16][C:17]1[CH:18]=[C:19]([CH2:27][NH2:28])[CH:20]=[C:21]([S:23]([CH3:26])(=[O:25])=[O:24])[CH:22]=1.C(=O)([O-])[O-].[K+].[K+].[OH-].[Na+]. Product: [ClH:12].[Cl:12][C:11]1[CH:7]=[C:3]([C:4]([NH2:6])=[O:5])[C:1](=[NH:2])[N:28]([CH2:27][C:19]2[CH:20]=[C:21]([S:23]([CH3:26])(=[O:25])=[O:24])[CH:22]=[C:17]([Cl:16])[CH:18]=2)[CH:10]=1. The catalyst class is: 8. (3) Reactant: [CH3:1][O:2][C:3]([C:5]1[S:14][C:8]2=[CH:9][N:10]=[CH:11][C:12](Br)=[C:7]2[CH:6]=1)=[O:4]. Product: [CH3:1][O:2][C:3]([C:5]1[S:14][C:8]2=[CH:9][N:10]=[CH:11][CH:12]=[C:7]2[CH:6]=1)=[O:4]. The catalyst class is: 29. (4) Reactant: [C:1]([C:3]1[CH:8]=[CH:7][C:6]([CH:9]2[CH2:14][C:13](=[O:15])[CH2:12][CH2:11][N:10]2[C:16]([O:18][CH2:19][C:20]2[CH:25]=[CH:24][CH:23]=[CH:22][CH:21]=2)=[O:17])=[CH:5][CH:4]=1)#[N:2].[Li+].[BH4-]. Product: [C:1]([C:3]1[CH:4]=[CH:5][C:6]([CH:9]2[CH2:14][CH:13]([OH:15])[CH2:12][CH2:11][N:10]2[C:16]([O:18][CH2:19][C:20]2[CH:25]=[CH:24][CH:23]=[CH:22][CH:21]=2)=[O:17])=[CH:7][CH:8]=1)#[N:2]. The catalyst class is: 1. (5) Reactant: [Cl:1][C:2]1[N:3]=[C:4]([N:13]2[CH2:18][CH2:17][O:16][CH2:15][CH2:14]2)[C:5]2[S:10][C:9]([CH:11]=[O:12])=[CH:8][C:6]=2[N:7]=1.[BH4-].[Na+]. Product: [Cl:1][C:2]1[N:3]=[C:4]([N:13]2[CH2:14][CH2:15][O:16][CH2:17][CH2:18]2)[C:5]2[S:10][C:9]([CH2:11][OH:12])=[CH:8][C:6]=2[N:7]=1. The catalyst class is: 1. (6) Reactant: Br[C:2]1[CH:3]=[CH:4][C:5]([N+:8]([O-:10])=[O:9])=[N:6][CH:7]=1.C(=O)([O-])[O-].[Cs+].[Cs+].[Cl:17][C:18]1[CH:23]=[C:22]([OH:24])[CH:21]=[CH:20][N:19]=1. Product: [Cl:17][C:18]1[CH:23]=[C:22]([O:24][C:2]2[CH:7]=[N:6][C:5]([N+:8]([O-:10])=[O:9])=[CH:4][CH:3]=2)[CH:21]=[CH:20][N:19]=1. The catalyst class is: 39. (7) The catalyst class is: 8. Product: [NH2:21][C:22]1[N:30]=[C:29]2[C:25]([N:26]=[CH:27][NH:28]2)=[C:24]([NH:1][CH:2]([C:4]2[N:5]=[C:6]3[S:20][CH:19]=[CH:18][N:7]3[C:8](=[O:17])[C:9]=2[C:10]2[CH:15]=[CH:14][CH:13]=[C:12]([F:16])[CH:11]=2)[CH3:3])[N:23]=1. Reactant: [NH2:1][CH:2]([C:4]1[N:5]=[C:6]2[S:20][CH:19]=[CH:18][N:7]2[C:8](=[O:17])[C:9]=1[C:10]1[CH:15]=[CH:14][CH:13]=[C:12]([F:16])[CH:11]=1)[CH3:3].[NH2:21][C:22]1[N:30]=[C:29]2[C:25]([NH:26][CH:27]=[N:28]2)=[C:24](Br)[N:23]=1.C(N(CC)C(C)C)(C)C. (8) Reactant: [NH:1]1[C:11]2=[C:12]3[C:7](=[CH:8][CH:9]=[CH:10]2)[CH2:6][CH2:5][CH2:4][N:3]3[S:2]1(=[O:14])=[O:13].[H-].[Na+].Br[CH:18]([Cl:20])[CH3:19]. Product: [Cl:20][CH2:18][CH2:19][N:1]1[C:11]2=[C:12]3[C:7](=[CH:8][CH:9]=[CH:10]2)[CH2:6][CH2:5][CH2:4][N:3]3[S:2]1(=[O:13])=[O:14]. The catalyst class is: 3. (9) Product: [NH2:1][CH2:2][C:3]1[CH:4]=[C:5]([C:9]2[C:14]3[O:15][CH2:16][O:17][C:13]=3[CH:12]=[C:11]([CH2:18][O:19][C:20]3[CH:25]=[CH:24][CH:23]=[CH:22][C:21]=3[CH2:26][C:27]([OH:29])=[O:28])[CH:10]=2)[CH:6]=[CH:7][CH:8]=1. The catalyst class is: 5. Reactant: [NH2:1][CH2:2][C:3]1[CH:4]=[C:5]([C:9]2[C:14]3[O:15][CH2:16][O:17][C:13]=3[CH:12]=[C:11]([CH2:18][O:19][C:20]3[CH:25]=[CH:24][CH:23]=[CH:22][C:21]=3[CH2:26][C:27]([O:29]C)=[O:28])[CH:10]=2)[CH:6]=[CH:7][CH:8]=1.[Li+].[OH-]. (10) Reactant: C(OC(=O)[NH:10][C@H:11]([CH2:16][O:17][Si:18]([C:31]([CH3:34])([CH3:33])[CH3:32])([C:25]1[CH:30]=[CH:29][CH:28]=[CH:27][CH:26]=1)[C:19]1[CH:24]=[CH:23][CH:22]=[CH:21][CH:20]=1)[CH2:12][CH:13]([CH3:15])[CH3:14])C1C=CC=CC=1. Product: [Si:18]([O:17][CH2:16][C@@H:11]([NH2:10])[CH2:12][CH:13]([CH3:14])[CH3:15])([C:31]([CH3:33])([CH3:34])[CH3:32])([C:25]1[CH:26]=[CH:27][CH:28]=[CH:29][CH:30]=1)[C:19]1[CH:20]=[CH:21][CH:22]=[CH:23][CH:24]=1. The catalyst class is: 19.